From a dataset of Full USPTO retrosynthesis dataset with 1.9M reactions from patents (1976-2016). Predict the reactants needed to synthesize the given product. (1) Given the product [CH3:1][O:2][C:3]1[CH:4]=[CH:5][C:6]([C:12]([NH2:14])=[O:13])=[CH:7][C:8]=1[C:9]([NH:22][C:21]1[CH:23]=[C:17]([O:16][CH3:15])[CH:18]=[CH:19][C:20]=1[CH3:24])=[O:11], predict the reactants needed to synthesize it. The reactants are: [CH3:1][O:2][C:3]1[C:8]([C:9]([OH:11])=O)=[CH:7][C:6]([C:12]([NH2:14])=[O:13])=[CH:5][CH:4]=1.[CH3:15][O:16][C:17]1[CH:18]=[CH:19][C:20]([CH3:24])=[C:21]([CH:23]=1)[NH2:22]. (2) Given the product [Br:17][C:2]([CH3:4])([CH3:3])[C:1]([C:6]1[CH:7]=[CH:8][C:9]2[O:14][CH2:13][C:12](=[O:15])[NH:11][C:10]=2[CH:16]=1)=[O:5], predict the reactants needed to synthesize it. The reactants are: [C:1]([C:6]1[CH:7]=[CH:8][C:9]2[O:14][CH2:13][C:12](=[O:15])[NH:11][C:10]=2[CH:16]=1)(=[O:5])[CH:2]([CH3:4])[CH3:3].[BrH:17].Br.[NH+]1C=CC=CC=1. (3) Given the product [CH3:37][N:2]([CH3:1])[CH2:3][CH2:4][N:5]([CH2:35][CH3:36])[C:6]1[N:11]=[C:10]([C:12]2[CH:17]=[CH:16][CH:15]=[CH:14][CH:13]=2)[N:9]=[C:8]([C:18]([NH:20][C:21]2[CH:26]=[CH:25][CH:24]=[CH:23][C:22]=2[C:27]2[S:28][C:29]([CH2:32][CH:33]([CH3:39])[CH3:34])=[N:30][N:31]=2)=[O:19])[CH:7]=1, predict the reactants needed to synthesize it. The reactants are: [CH3:1][N:2]([CH3:37])[CH2:3][CH2:4][N:5]([CH2:35][CH3:36])[C:6]1[N:11]=[C:10]([C:12]2[CH:17]=[CH:16][CH:15]=[CH:14][CH:13]=2)[N:9]=[C:8]([C:18]([NH:20][C:21]2[CH:26]=[CH:25][CH:24]=[CH:23][C:22]=2[C:27]2[S:28][C:29]([CH2:32][CH2:33][CH3:34])=[N:30][N:31]=2)=[O:19])[CH:7]=1.Cl[C:39]1N=C(C2C=CC=CC=2)N=C(C(NC2C=CC=CC=2C2SC(CCC)=NN=2)=O)C=1. (4) Given the product [F:9][C:10]([F:12])([F:11])[C:7]1[C:5](=[O:6])[NH:4][C:2](=[O:3])[NH:1][CH:8]=1, predict the reactants needed to synthesize it. The reactants are: [NH:1]1[CH:8]=[CH:7][C:5](=[O:6])[NH:4][C:2]1=[O:3].[F:9][C:10](I)([F:12])[F:11].C(S(CCCC)=O)CCC.S(=O)(=O)(O)O.OO. (5) Given the product [Br:11][C:12]1[CH:13]=[C:14]([CH:15]2[C:6]3[C:7](=[O:8])[C:2]([CH3:10])([CH3:1])[O:3][CH2:4][C:5]=3[NH:21][C:22]3[CH2:28][O:26][C:24](=[O:25])[C:23]2=3)[CH:17]=[CH:18][C:19]=1[F:20], predict the reactants needed to synthesize it. The reactants are: [CH3:1][C:2]1([CH3:10])[C:7](=[O:8])[CH2:6][C:5](=O)[CH2:4][O:3]1.[Br:11][C:12]1[CH:13]=[C:14]([CH:17]=[CH:18][C:19]=1[F:20])[CH:15]=O.[NH2:21]/[C:22](/[CH3:28])=[CH:23]\[C:24]([O:26]C)=[O:25]. (6) Given the product [Cl:21][C:22]1[CH:23]=[CH:24][C:25]([C:28]2[CH:33]=[CH:32][C:31]([CH2:34][NH:35][C:14]([CH:13]3[CH2:17][CH2:18][CH2:19][N:11]([C:7]4[CH:6]=[C:5]([CH:10]=[CH:9][CH:8]=4)[C:3]([O:2][CH3:1])=[O:4])[CH2:12]3)=[O:16])=[CH:30][CH:29]=2)=[CH:26][CH:27]=1, predict the reactants needed to synthesize it. The reactants are: [CH3:1][O:2][C:3]([C:5]1[CH:6]=[C:7]([N:11]2[CH2:19][CH2:18][CH2:17][CH:13]([C:14]([OH:16])=O)[CH2:12]2)[CH:8]=[CH:9][CH:10]=1)=[O:4].Cl.[Cl:21][C:22]1[CH:27]=[CH:26][C:25]([C:28]2[CH:33]=[CH:32][C:31]([CH2:34][NH2:35])=[CH:30][CH:29]=2)=[CH:24][CH:23]=1. (7) Given the product [Cl:1][C:2]1[N:11]=[C:10]([NH:17][CH:14]2[CH2:16][CH2:15]2)[C:9]2[C:4](=[CH:5][CH:6]=[C:7]([I:13])[CH:8]=2)[N:3]=1, predict the reactants needed to synthesize it. The reactants are: [Cl:1][C:2]1[N:11]=[C:10](Cl)[C:9]2[C:4](=[CH:5][CH:6]=[C:7]([I:13])[CH:8]=2)[N:3]=1.[CH:14]1([NH2:17])[CH2:16][CH2:15]1.